From a dataset of Forward reaction prediction with 1.9M reactions from USPTO patents (1976-2016). Predict the product of the given reaction. Given the reactants [CH:1]([N:4]1[CH2:9][CH2:8][N:7]([C:10]([C:12]2[CH:13]=[C:14]3[C:18](=[CH:19][CH:20]=2)[NH:17][C:16]([C:21]([N:23]2[CH2:28][CH2:27][N:26]([S:29]([CH3:32])(=[O:31])=[O:30])[CH2:25][CH2:24]2)=[O:22])=[CH:15]3)=[O:11])[CH2:6][CH2:5]1)([CH3:3])[CH3:2].[CH:33]1([CH2:36]Br)[CH2:35][CH2:34]1, predict the reaction product. The product is: [CH:33]1([CH2:36][N:17]2[C:18]3[C:14](=[CH:13][C:12]([C:10]([N:7]4[CH2:8][CH2:9][N:4]([CH:1]([CH3:3])[CH3:2])[CH2:5][CH2:6]4)=[O:11])=[CH:20][CH:19]=3)[CH:15]=[C:16]2[C:21]([N:23]2[CH2:24][CH2:25][N:26]([S:29]([CH3:32])(=[O:30])=[O:31])[CH2:27][CH2:28]2)=[O:22])[CH2:35][CH2:34]1.